This data is from NCI-60 drug combinations with 297,098 pairs across 59 cell lines. The task is: Regression. Given two drug SMILES strings and cell line genomic features, predict the synergy score measuring deviation from expected non-interaction effect. (1) Drug 1: C1CN1C2=NC(=NC(=N2)N3CC3)N4CC4. Drug 2: CC12CCC3C(C1CCC2OP(=O)(O)O)CCC4=C3C=CC(=C4)OC(=O)N(CCCl)CCCl.[Na+]. Cell line: MDA-MB-435. Synergy scores: CSS=19.8, Synergy_ZIP=-6.19, Synergy_Bliss=-3.25, Synergy_Loewe=-1.28, Synergy_HSA=-1.29. (2) Drug 1: C1=CN(C(=O)N=C1N)C2C(C(C(O2)CO)O)O.Cl. Drug 2: CC1C(C(CC(O1)OC2CC(OC(C2O)C)OC3=CC4=CC5=C(C(=O)C(C(C5)C(C(=O)C(C(C)O)O)OC)OC6CC(C(C(O6)C)O)OC7CC(C(C(O7)C)O)OC8CC(C(C(O8)C)O)(C)O)C(=C4C(=C3C)O)O)O)O. Cell line: HCC-2998. Synergy scores: CSS=59.2, Synergy_ZIP=0.820, Synergy_Bliss=0.505, Synergy_Loewe=0.217, Synergy_HSA=1.05. (3) Drug 1: C1C(C(OC1N2C=NC3=C(N=C(N=C32)Cl)N)CO)O. Drug 2: C1=CC=C(C=C1)NC(=O)CCCCCCC(=O)NO. Cell line: SW-620. Synergy scores: CSS=31.4, Synergy_ZIP=-4.33, Synergy_Bliss=-1.61, Synergy_Loewe=-10.8, Synergy_HSA=-0.554. (4) Drug 1: CC1=C(C=C(C=C1)C(=O)NC2=CC(=CC(=C2)C(F)(F)F)N3C=C(N=C3)C)NC4=NC=CC(=N4)C5=CN=CC=C5. Drug 2: CCC1(CC2CC(C3=C(CCN(C2)C1)C4=CC=CC=C4N3)(C5=C(C=C6C(=C5)C78CCN9C7C(C=CC9)(C(C(C8N6C)(C(=O)OC)O)OC(=O)C)CC)OC)C(=O)OC)O.OS(=O)(=O)O. Cell line: RXF 393. Synergy scores: CSS=2.61, Synergy_ZIP=-2.57, Synergy_Bliss=-4.67, Synergy_Loewe=-3.46, Synergy_HSA=-3.06. (5) Drug 1: C#CCC(CC1=CN=C2C(=N1)C(=NC(=N2)N)N)C3=CC=C(C=C3)C(=O)NC(CCC(=O)O)C(=O)O. Drug 2: C1=NC2=C(N1)C(=S)N=CN2. Cell line: MOLT-4. Synergy scores: CSS=68.0, Synergy_ZIP=-0.286, Synergy_Bliss=-0.164, Synergy_Loewe=4.95, Synergy_HSA=3.41. (6) Drug 1: COC1=C(C=C2C(=C1)N=CN=C2NC3=CC(=C(C=C3)F)Cl)OCCCN4CCOCC4. Drug 2: COCCOC1=C(C=C2C(=C1)C(=NC=N2)NC3=CC=CC(=C3)C#C)OCCOC.Cl. Cell line: COLO 205. Synergy scores: CSS=9.49, Synergy_ZIP=-2.13, Synergy_Bliss=-1.31, Synergy_Loewe=-4.43, Synergy_HSA=-1.36. (7) Cell line: EKVX. Synergy scores: CSS=3.73, Synergy_ZIP=1.09, Synergy_Bliss=5.83, Synergy_Loewe=3.41, Synergy_HSA=2.72. Drug 2: CC12CCC3C(C1CCC2OP(=O)(O)O)CCC4=C3C=CC(=C4)OC(=O)N(CCCl)CCCl.[Na+]. Drug 1: CN1C2=C(C=C(C=C2)N(CCCl)CCCl)N=C1CCCC(=O)O.Cl.